From a dataset of Full USPTO retrosynthesis dataset with 1.9M reactions from patents (1976-2016). Predict the reactants needed to synthesize the given product. (1) Given the product [OH:29][C@H:28]([C:19]1[C:18]([CH3:17])=[C:26]2[C:22](=[CH:21][CH:20]=1)[C:23](=[O:27])[O:24][CH2:25]2)[CH2:30][N:2]1[CH2:7][CH2:6][C:5]2([C:15]3[C:10](=[CH:11][CH:12]=[CH:13][CH:14]=3)[NH:9][C:8]2=[O:16])[CH2:4][CH2:3]1, predict the reactants needed to synthesize it. The reactants are: Cl.[NH:2]1[CH2:7][CH2:6][C:5]2([C:15]3[C:10](=[CH:11][CH:12]=[CH:13][CH:14]=3)[NH:9][C:8]2=[O:16])[CH2:4][CH2:3]1.[CH3:17][C:18]1[C:26]2[CH2:25][O:24][C:23](=[O:27])[C:22]=2[CH:21]=[CH:20][C:19]=1[C@H:28]1[CH2:30][O:29]1.CCN(C(C)C)C(C)C. (2) The reactants are: Br[C:2]1[C:3]2[N:4]([N:9]=[C:10]([NH2:12])[N:11]=2)[CH:5]=[C:6]([CH3:8])[CH:7]=1.CC1(C)C(C)(C)OB([C:21]2[CH2:26][CH2:25][N:24]([C:27]([O:29][C:30]([CH3:33])([CH3:32])[CH3:31])=[O:28])[CH2:23][CH:22]=2)O1.C([O-])([O-])=O.[Na+].[Na+]. Given the product [NH2:12][C:10]1[N:11]=[C:3]2[C:2]([C:21]3[CH2:26][CH2:25][N:24]([C:27]([O:29][C:30]([CH3:33])([CH3:32])[CH3:31])=[O:28])[CH2:23][CH:22]=3)=[CH:7][C:6]([CH3:8])=[CH:5][N:4]2[N:9]=1, predict the reactants needed to synthesize it.